This data is from Forward reaction prediction with 1.9M reactions from USPTO patents (1976-2016). The task is: Predict the product of the given reaction. (1) Given the reactants [NH2:1][C:2]1[C:3]([NH:10][CH2:11][CH2:12][N:13]2[CH2:18][CH2:17][CH:16]([NH:19][C:20](=[O:26])[O:21][C:22]([CH3:25])([CH3:24])[CH3:23])[CH2:15][CH2:14]2)=[N:4][C:5]([O:8][CH3:9])=[CH:6][CH:7]=1.Br[CH2:28][C:29]([O:31][CH2:32][CH3:33])=[O:30].C(=O)([O-])[O-].[K+].[K+], predict the reaction product. The product is: [CH3:24][C:22]([O:21][C:20]([NH:19][CH:16]1[CH2:15][CH2:14][N:13]([CH2:12][CH2:11][NH:10][C:3]2[C:2]([NH:1][CH2:28][C:29]([O:31][CH2:32][CH3:33])=[O:30])=[CH:7][CH:6]=[C:5]([O:8][CH3:9])[N:4]=2)[CH2:18][CH2:17]1)=[O:26])([CH3:23])[CH3:25]. (2) Given the reactants [C:1]([N:4]1[CH2:9][CH2:8][N:7]([C:10]2[CH:15]=[CH:14][C:13]([F:16])=[CH:12][C:11]=2N)[CH2:6][CH2:5]1)(=[O:3])[CH3:2].S(=O)(=O)(O)[OH:19].N([O-])=O.[Na+].[OH-].[Na+].C(Cl)(=O)C, predict the reaction product. The product is: [C:1]([N:4]1[CH2:9][CH2:8][N:7]([C:10]2[CH:15]=[CH:14][C:13]([F:16])=[CH:12][C:11]=2[OH:19])[CH2:6][CH2:5]1)(=[O:3])[CH3:2]. (3) Given the reactants C1(C)C=CC(S(O)(=O)=O)=CC=1.C1(C)C=CC(S(O)(=O)=O)=CC=1.[CH3:23][O:24][C@@H:25]1[C@@H:29]([NH:30][CH3:31])[CH2:28][NH:27][CH2:26]1.C(#N)C.[CH2:35]([O:37][C:38]([C:40]1[C:49](=[O:50])[C:48]2[C:43](=[N:44][C:45](Cl)=[CH:46][CH:47]=2)[N:42]([C:52]2[S:53][CH:54]=[CH:55][N:56]=2)[CH:41]=1)=[O:39])[CH3:36], predict the reaction product. The product is: [CH3:23][O:24][C@@H:25]1[C@@H:29]([NH:30][CH3:31])[CH2:28][N:27]([C:45]2[N:44]=[C:43]3[C:48]([C:49](=[O:50])[C:40]([C:38]([O:37][CH2:35][CH3:36])=[O:39])=[CH:41][N:42]3[C:52]3[S:53][CH:54]=[CH:55][N:56]=3)=[CH:47][CH:46]=2)[CH2:26]1. (4) Given the reactants [CH2:1]([C@@H:8]1[CH2:12][O:11][C:10](=[O:13])[N:9]1[C:14](=[O:42])[C@H:15]([CH2:19][S:20](N1CCN(C2N=CC(C3C=CC(F)=CC=3)=CN=2)CC1)(=[O:22])=[O:21])[CH:16]([CH3:18])[CH3:17])[C:2]1[CH:7]=[CH:6][CH:5]=[CH:4][CH:3]=1.Cl.Cl.[N:45]1([C:51]2[N:56]=[CH:55][C:54]([C:57]3[CH:62]=[CH:61][C:60]([C:63]([F:66])([F:65])[F:64])=[CH:59][CH:58]=3)=[CH:53][N:52]=2)[CH2:50][CH2:49][NH:48][CH2:47][CH2:46]1.C([C@@H]1COC(=O)N1C(=O)[C@H](CS(Cl)(=O)=O)C(C)C)C1C=CC=CC=1, predict the reaction product. The product is: [CH2:1]([C@@H:8]1[CH2:12][O:11][C:10](=[O:13])[N:9]1[C:14](=[O:42])[C@H:15]([CH2:19][S:20]([N:48]1[CH2:49][CH2:50][N:45]([C:51]2[N:52]=[CH:53][C:54]([C:57]3[CH:58]=[CH:59][C:60]([C:63]([F:64])([F:66])[F:65])=[CH:61][CH:62]=3)=[CH:55][N:56]=2)[CH2:46][CH2:47]1)(=[O:22])=[O:21])[CH:16]([CH3:18])[CH3:17])[C:2]1[CH:7]=[CH:6][CH:5]=[CH:4][CH:3]=1. (5) Given the reactants [F:1][C:2]1([F:40])[C@@H:7]([O:8][C:9]2[CH:16]=[CH:15][C:14]([C:17]3[N:22]=[C:21]([NH:23][C:24]4[CH:29]=[CH:28][C:27]([N:30]5[CH2:35][CH2:34][N:33]([CH:36]6[CH2:39][O:38][CH2:37]6)[CH2:32][CH2:31]5)=[CH:26][CH:25]=4)[N:20]=[CH:19][N:18]=3)=[CH:13][C:10]=2[C:11]#[N:12])[CH2:6][CH2:5][NH:4][CH2:3]1.CN(C(ON1N=NC2C=CC=NC1=2)=[N+](C)C)C.F[P-](F)(F)(F)(F)F.CCN(C(C)C)C(C)C.[O:74]=[C:75]1[NH:79][C@H:78]([C:80](O)=[O:81])[CH2:77][O:76]1, predict the reaction product. The product is: [F:40][C:2]1([F:1])[C@@H:7]([O:8][C:9]2[CH:16]=[CH:15][C:14]([C:17]3[N:22]=[C:21]([NH:23][C:24]4[CH:29]=[CH:28][C:27]([N:30]5[CH2:35][CH2:34][N:33]([CH:36]6[CH2:37][O:38][CH2:39]6)[CH2:32][CH2:31]5)=[CH:26][CH:25]=4)[N:20]=[CH:19][N:18]=3)=[CH:13][C:10]=2[C:11]#[N:12])[CH2:6][CH2:5][N:4]([C:80]([C@@H:78]2[CH2:77][O:76][C:75](=[O:74])[NH:79]2)=[O:81])[CH2:3]1. (6) Given the reactants C([O:8][C:9]1[C:10]([CH3:22])=[C:11]([CH3:21])[C:12]2[O:17][C:16]([CH3:19])([CH3:18])[O:15][CH2:14][C:13]=2[CH:20]=1)C1C=CC=CC=1.[H][H], predict the reaction product. The product is: [CH3:18][C:16]1([CH3:19])[O:15][CH2:14][C:13]2[CH:20]=[C:9]([OH:8])[C:10]([CH3:22])=[C:11]([CH3:21])[C:12]=2[O:17]1.